This data is from Reaction yield outcomes from USPTO patents with 853,638 reactions. The task is: Predict the reaction yield, written as a fraction of the theoretical maximum amount of product (1.0 means a 100% yield; for example, 0.34 means a 34% yield). (1) The reactants are [C:1]([O:9][CH2:10][CH2:11][CH2:12][CH2:13][N:14]1[CH:18]=[C:17]([C:19]([OH:21])=O)[N:16]=[N:15]1)(=[O:8])[C:2]1[CH:7]=[CH:6][CH:5]=[CH:4][CH:3]=1.CN(C(ON1N=NC2C=CC=NC1=2)=[N+](C)C)C.F[P-](F)(F)(F)(F)F.CCN(C(C)C)C(C)C.[N:55]1[CH:60]=[CH:59][CH:58]=[CH:57][C:56]=1[CH2:61][NH2:62]. The catalyst is CN(C=O)C.O. The product is [C:1]([O:9][CH2:10][CH2:11][CH2:12][CH2:13][N:14]1[CH:18]=[C:17]([C:19](=[O:21])[NH:62][CH2:61][C:56]2[CH:57]=[CH:58][CH:59]=[CH:60][N:55]=2)[N:16]=[N:15]1)(=[O:8])[C:2]1[CH:3]=[CH:4][CH:5]=[CH:6][CH:7]=1. The yield is 0.970. (2) The reactants are [C:1](Cl)(=[O:10])[C:2]1[CH:7]=[CH:6][C:5]([O:8][CH3:9])=[CH:4][CH:3]=1.[CH2:12]([O:14][C:15]([C:17]1[N:18]=[C:19]([Br:23])[S:20][C:21]=1[NH2:22])=[O:16])[CH3:13]. The catalyst is N1C=CC=CC=1.Cl. The product is [CH2:12]([O:14][C:15]([C:17]1[N:18]=[C:19]([Br:23])[S:20][C:21]=1[NH:22][C:1](=[O:10])[C:2]1[CH:7]=[CH:6][C:5]([O:8][CH3:9])=[CH:4][CH:3]=1)=[O:16])[CH3:13]. The yield is 0.580. (3) The reactants are [CH2:1]([Li])CCC.[Br:6][C:7]1[CH:8]=[CH:9][C:10]([O:15][CH:16]([CH3:18])[CH3:17])=[C:11]([CH:14]=1)[CH:12]=O.[Cl-].[NH4+]. The catalyst is [Br-].C[P+](C1C=CC=CC=1)(C1C=CC=CC=1)C1C=CC=CC=1.C1COCC1.COC(C)(C)C.CCCCCC. The product is [Br:6][C:7]1[CH:8]=[CH:9][C:10]([O:15][CH:16]([CH3:18])[CH3:17])=[C:11]([CH:12]=[CH2:1])[CH:14]=1. The yield is 0.950. (4) The reactants are [CH:1]1([C:8]([CH:10]([C:14]2[CH:19]=[CH:18][CH:17]=[CH:16][CH:15]=2)[CH2:11][CH:12]=O)=[O:9])[CH2:7][CH2:6][CH2:5][CH2:4][CH2:3][CH2:2]1.[CH3:20][O:21][C:22]1[CH:27]=[CH:26][CH:25]=[CH:24][C:23]=1[N:28]1[CH2:33][CH2:32][NH:31][CH2:30][CH2:29]1.[Na]. No catalyst specified. The product is [CH3:20][O:21][C:22]1[CH:27]=[CH:26][CH:25]=[CH:24][C:23]=1[N:28]1[CH2:33][CH2:32][N:31]([CH2:12][CH2:11][CH:10]([C:8]([CH:1]2[CH2:7][CH2:6][CH2:5][CH2:4][CH2:3][CH2:2]2)=[O:9])[C:14]2[CH:19]=[CH:18][CH:17]=[CH:16][CH:15]=2)[CH2:30][CH2:29]1. The yield is 0.700. (5) The reactants are C(OC([N:8]1[CH2:12][CH2:11][C@H:10]([OH:13])[CH2:9]1)=O)(C)(C)C.[Br:14][C:15]1[CH:16]=[N:17][CH:18]=[C:19](O)[CH:20]=1.C1(P(C2C=CC=CC=2)C2C=CC=CC=2)C=CC=CC=1.N(C(OCC)=O)=NC(OCC)=O.FC(F)(F)C(O)=O. The catalyst is ClCCl.O1CCOCC1. The product is [NH:8]1[CH2:12][CH2:11][C@@H:10]([O:13][C:19]2[CH:20]=[C:15]([Br:14])[CH:16]=[N:17][CH:18]=2)[CH2:9]1. The yield is 0.760. (6) The reactants are [Cl:1][C:2]1[CH:3]=[C:4]([CH2:27][OH:28])[CH:5]=[N:6][C:7]=1[C:8]1[CH:13]=[CH:12][C:11]([C:14]2[NH:18][C:17]3[CH:19]=[C:20]([C:23]([F:26])([F:25])[F:24])[CH:21]=[CH:22][C:16]=3[N:15]=2)=[CH:10][CH:9]=1.[Mn]([O-])(=O)(=O)=[O:30].[K+]. The catalyst is N1C=CC=CC=1.O. The product is [Cl:1][C:2]1[C:7]([C:8]2[CH:13]=[CH:12][C:11]([C:14]3[NH:18][C:17]4[CH:19]=[C:20]([C:23]([F:25])([F:26])[F:24])[CH:21]=[CH:22][C:16]=4[N:15]=3)=[CH:10][CH:9]=2)=[N:6][CH:5]=[C:4]([CH:3]=1)[C:27]([OH:30])=[O:28]. The yield is 0.770. (7) The reactants are [NH2:1][C:2]1[CH:7]=[CH:6][C:5]([C:8]2[CH:13]=[CH:12][CH:11]=[C:10]([N+:14]([O-:16])=[O:15])[CH:9]=2)=[CH:4][C:3]=1[OH:17].[C:18](N1C=CN=C1)(N1C=CN=C1)=[O:19]. The catalyst is C1COCC1. The product is [N+:14]([C:10]1[CH:9]=[C:8]([C:5]2[CH:6]=[CH:7][C:2]3[NH:1][C:18](=[O:19])[O:17][C:3]=3[CH:4]=2)[CH:13]=[CH:12][CH:11]=1)([O-:16])=[O:15]. The yield is 0.740.